Dataset: NCI-60 drug combinations with 297,098 pairs across 59 cell lines. Task: Regression. Given two drug SMILES strings and cell line genomic features, predict the synergy score measuring deviation from expected non-interaction effect. (1) Drug 1: C1CC(=O)NC(=O)C1N2CC3=C(C2=O)C=CC=C3N. Drug 2: COCCOC1=C(C=C2C(=C1)C(=NC=N2)NC3=CC=CC(=C3)C#C)OCCOC.Cl. Cell line: SN12C. Synergy scores: CSS=6.83, Synergy_ZIP=-3.91, Synergy_Bliss=-1.30, Synergy_Loewe=1.05, Synergy_HSA=1.68. (2) Drug 1: CC1=C(C=C(C=C1)C(=O)NC2=CC(=CC(=C2)C(F)(F)F)N3C=C(N=C3)C)NC4=NC=CC(=N4)C5=CN=CC=C5. Drug 2: C1=NC(=NC(=O)N1C2C(C(C(O2)CO)O)O)N. Cell line: A549. Synergy scores: CSS=2.51, Synergy_ZIP=0.911, Synergy_Bliss=1.64, Synergy_Loewe=-9.72, Synergy_HSA=-8.57. (3) Drug 1: CS(=O)(=O)C1=CC(=C(C=C1)C(=O)NC2=CC(=C(C=C2)Cl)C3=CC=CC=N3)Cl. Drug 2: CN(C)N=NC1=C(NC=N1)C(=O)N. Cell line: MDA-MB-231. Synergy scores: CSS=2.84, Synergy_ZIP=-0.0356, Synergy_Bliss=1.29, Synergy_Loewe=-4.72, Synergy_HSA=-1.91.